This data is from Forward reaction prediction with 1.9M reactions from USPTO patents (1976-2016). The task is: Predict the product of the given reaction. (1) The product is: [OH:29][CH2:28][C@H:27]([NH2:26])[C:30]1[CH:31]=[N:32][C:33]([C:36]([F:37])([F:38])[F:39])=[CH:34][CH:35]=1.[C:35]1([C@H:30]2[CH2:31][C@@H:27]2[C:28]([OH:15])=[O:29])[CH:14]=[CH:13][CH:36]=[CH:33][CH:34]=1. Given the reactants Cl.C(N([CH2:13][CH3:14])CCCN=C=NCC)C.[OH:15]N1C2C=CC=CC=2N=N1.Cl.[NH2:26][C@H:27]([C:30]1[CH:31]=[N:32][C:33]([C:36]([F:39])([F:38])[F:37])=[CH:34][CH:35]=1)[CH2:28][OH:29].C(N(CC)C(C)C)(C)C, predict the reaction product. (2) The product is: [NH:25]1[CH2:24][CH2:23][CH:22]([CH2:21][N:20]2[C:15]3[C:16](=[N:17][C:12]([C:10]4[CH:9]=[N:8][N:7]([CH:2]5[CH2:3][CH2:4][CH2:5][CH2:6][O:1]5)[CH:11]=4)=[CH:13][CH:14]=3)[CH:18]=[CH:19]2)[CH2:27][CH2:26]1. Given the reactants [O:1]1[CH2:6][CH2:5][CH2:4][CH2:3][CH:2]1[N:7]1[CH:11]=[C:10]([C:12]2[N:17]=[C:16]3[CH:18]=[CH:19][N:20]([CH2:21][CH:22]4[CH2:27][CH2:26][N:25](C(OCC5C=CC=CC=5)=O)[CH2:24][CH2:23]4)[C:15]3=[CH:14][CH:13]=2)[CH:9]=[N:8]1.CO.ClCCl, predict the reaction product. (3) Given the reactants [OH:1][C:2]1[CH:11]=[C:10]2[C:5]([CH:6]=[CH:7][C:8](=[O:12])[O:9]2)=[CH:4][CH:3]=1.C([O-])([O-])=O.[K+].[K+].Cl[CH:20]([OH:22])[CH3:21], predict the reaction product. The product is: [OH:22][CH2:20][CH2:21][O:1][C:2]1[CH:11]=[C:10]2[C:5]([CH:6]=[CH:7][C:8](=[O:12])[O:9]2)=[CH:4][CH:3]=1. (4) Given the reactants [CH3:1][CH:2]([O:6][C:7]1[N:15]=[C:14]2[C:10]([N:11]=[C:12]([O:23]C)[N:13]2[CH2:16][CH:17]2[CH2:22][CH2:21][CH2:20][O:19][CH2:18]2)=[C:9]([NH2:25])[N:8]=1)[CH2:3][O:4][CH3:5].Cl.[OH-].[Na+], predict the reaction product. The product is: [NH2:25][C:9]1[N:8]=[C:7]([O:6][CH:2]([CH3:1])[CH2:3][O:4][CH3:5])[N:15]=[C:14]2[C:10]=1[NH:11][C:12](=[O:23])[N:13]2[CH2:16][CH:17]1[CH2:22][CH2:21][CH2:20][O:19][CH2:18]1. (5) Given the reactants C1(P(C2C=CC=CC=2)C2C=CC=CC=2)C=CC=CC=1.[C:20]([O:24][C:25]([NH:27][CH2:28][CH2:29][O:30][CH2:31][CH2:32][N:33]=[N+]=[N-])=[O:26])([CH3:23])([CH3:22])[CH3:21].O, predict the reaction product. The product is: [C:20]([O:24][C:25]([NH:27][CH2:28][CH2:29][O:30][CH2:31][CH2:32][NH2:33])=[O:26])([CH3:23])([CH3:22])[CH3:21]. (6) Given the reactants [CH3:1][C:2]1[C:6]2[C:7](=[O:19])[N:8]([CH2:12][CH2:13][N:14]3[CH2:18][CH2:17][CH2:16][CH2:15]3)[CH2:9][CH2:10][CH2:11][C:5]=2[NH:4][C:3]=1[CH:20]=O.[F:22][C:23]1[CH:24]=[C:25]2[C:29](=[CH:30][CH:31]=1)[NH:28][C:27](=[O:32])[CH2:26]2, predict the reaction product. The product is: [F:22][C:23]1[CH:24]=[C:25]2[C:29](=[CH:30][CH:31]=1)[NH:28][C:27](=[O:32])[C:26]2=[CH:20][C:3]1[NH:4][C:5]2[CH2:11][CH2:10][CH2:9][N:8]([CH2:12][CH2:13][N:14]3[CH2:15][CH2:16][CH2:17][CH2:18]3)[C:7](=[O:19])[C:6]=2[C:2]=1[CH3:1].